From a dataset of Peptide-MHC class I binding affinity with 185,985 pairs from IEDB/IMGT. Regression. Given a peptide amino acid sequence and an MHC pseudo amino acid sequence, predict their binding affinity value. This is MHC class I binding data. (1) The peptide sequence is GPRWPRRMP. The MHC is HLA-B39:01 with pseudo-sequence HLA-B39:01. The binding affinity (normalized) is 0.0847. (2) The peptide sequence is SAYGYEGD. The MHC is H-2-Kb with pseudo-sequence H-2-Kb. The binding affinity (normalized) is 0.0689.